This data is from Full USPTO retrosynthesis dataset with 1.9M reactions from patents (1976-2016). The task is: Predict the reactants needed to synthesize the given product. (1) Given the product [OH:14][CH:7]1[C:8]2[C:13](=[CH:12][CH:11]=[CH:10][CH:9]=2)[N:4]([CH3:3])[C:5](=[O:17])[C:6]1([CH3:16])[CH3:15], predict the reactants needed to synthesize it. The reactants are: [BH4-].[Na+].[CH3:3][N:4]1[C:13]2[C:8](=[CH:9][CH:10]=[CH:11][CH:12]=2)[C:7](=[O:14])[C:6]([CH3:16])([CH3:15])[C:5]1=[O:17].Cl. (2) Given the product [CH3:1][N:2]([CH2:25][CH2:26][CH2:27][C:28]([NH:36][CH:34]1[CH2:35][O:32][CH2:33]1)=[O:29])[C:3]([C:5]1[CH:6]=[C:7]2[C:15](=[CH:16][CH:17]=1)[N:14]([CH3:18])[C:13]1[CH2:12][CH2:11][C@@H:10]([CH:19]3[CH2:24][CH2:23][O:22][CH2:21][CH2:20]3)[CH2:9][C:8]2=1)=[O:4], predict the reactants needed to synthesize it. The reactants are: [CH3:1][N:2]([CH2:25][CH2:26][CH2:27][C:28](O)=[O:29])[C:3]([C:5]1[CH:6]=[C:7]2[C:15](=[CH:16][CH:17]=1)[N:14]([CH3:18])[C:13]1[CH2:12][CH2:11][C@@H:10]([CH:19]3[CH2:24][CH2:23][O:22][CH2:21][CH2:20]3)[CH2:9][C:8]2=1)=[O:4].Cl.[O:32]1[CH2:35][CH:34]([NH2:36])[CH2:33]1.CN(C(ON1N=NC2C=CC=NC1=2)=[N+](C)C)C.F[P-](F)(F)(F)(F)F.C(N(CC)C(C)C)(C)C. (3) Given the product [CH2:1]([N:5]1[CH2:10][CH2:9][NH:8][C:6]1=[O:7])[CH2:2][C:3]#[CH:4], predict the reactants needed to synthesize it. The reactants are: [CH2:1]([NH:5][C:6]([NH:8][CH2:9][CH2:10]Cl)=[O:7])[CH2:2][C:3]#[CH:4].[OH-].[K+]. (4) Given the product [CH3:24][N:2]([CH3:1])[C:3]1[CH:8]=[CH:7][C:6]([CH:9]2[C:13]3[C:14]([CH3:21])=[C:15]([O:20][CH2:31][C:30]4[CH:33]=[CH:34][C:27]([O:26][CH3:25])=[CH:28][CH:29]=4)[C:16]([CH3:19])=[C:17]([CH3:18])[C:12]=3[O:11][C:10]2([CH3:22])[CH3:23])=[CH:5][CH:4]=1, predict the reactants needed to synthesize it. The reactants are: [CH3:1][N:2]([CH3:24])[C:3]1[CH:8]=[CH:7][C:6]([CH:9]2[C:13]3[C:14]([CH3:21])=[C:15]([OH:20])[C:16]([CH3:19])=[C:17]([CH3:18])[C:12]=3[O:11][C:10]2([CH3:23])[CH3:22])=[CH:5][CH:4]=1.[CH3:25][O:26][C:27]1[CH:34]=[CH:33][C:30]([CH2:31]Cl)=[CH:29][CH:28]=1. (5) Given the product [N+:10]([C:5]1[CH:4]=[CH:3][C:2]([C:23]2[N:19]([CH:14]3[CH2:15][CH2:16][CH2:17][CH2:18][O:13]3)[N:20]=[CH:21][CH:22]=2)=[CH:9][C:6]=1[C:7]#[N:8])([O-:12])=[O:11], predict the reactants needed to synthesize it. The reactants are: Cl[C:2]1[CH:3]=[CH:4][C:5]([N+:10]([O-:12])=[O:11])=[C:6]([CH:9]=1)[C:7]#[N:8].[O:13]1[CH2:18][CH2:17][CH2:16][CH2:15][CH:14]1[N:19]1[C:23](B2OC(C)(C)C(C)(C)O2)=[CH:22][CH:21]=[N:20]1.C([O-])([O-])=O.[K+].[K+]. (6) Given the product [CH2:15]([NH:19][C:4]1[C:5]([N+:8]([O-:10])=[O:9])=[CH:6][CH:7]=[C:2]([F:1])[C:3]=1[CH:12]=[CH2:13])[CH2:16][CH:17]=[CH2:18], predict the reactants needed to synthesize it. The reactants are: [F:1][C:2]1[CH:7]=[CH:6][C:5]([N+:8]([O-:10])=[O:9])=[C:4](F)[C:3]=1[CH:12]=[CH2:13].Cl.[CH2:15]([NH2:19])[CH2:16][CH:17]=[CH2:18].C(=O)([O-])[O-].[K+].[K+]. (7) Given the product [Br:1][C:2]1[C:3]([O:21][CH3:22])=[C:4]([S:10][C:11]2[N:12]([CH2:24][CH2:25][CH:26]=[C:27]([CH3:29])[CH3:28])[C:13]3[C:18]([N:19]=2)=[C:17]([NH2:20])[N:16]=[CH:15][N:14]=3)[CH:5]=[C:6]([O:8][CH3:9])[CH:7]=1, predict the reactants needed to synthesize it. The reactants are: [Br:1][C:2]1[C:3]([O:21][CH3:22])=[C:4]([S:10][C:11]2[NH:12][C:13]3[C:18]([N:19]=2)=[C:17]([NH2:20])[N:16]=[CH:15][N:14]=3)[CH:5]=[C:6]([O:8][CH3:9])[CH:7]=1.Br[CH2:24][CH2:25][CH:26]=[C:27]([CH3:29])[CH3:28].C([O-])([O-])=O.[Cs+].[Cs+].CCOC(C)=O.CO.CCN(CC)CC. (8) Given the product [S:13]1[CH:17]=[CH:16][C:15]([C:5]2[CH:6]=[C:7]([CH:10]=[CH:11][N:12]=2)[CH:8]=[O:9])=[CH:14]1, predict the reactants needed to synthesize it. The reactants are: B(O)O.Br[C:5]1[CH:6]=[C:7]([CH:10]=[CH:11][N:12]=1)[CH:8]=[O:9].[S:13]1[CH:17]=[CH:16][C:15](B(O)O)=[CH:14]1.